This data is from Reaction yield outcomes from USPTO patents with 853,638 reactions. The task is: Predict the reaction yield, written as a fraction of the theoretical maximum amount of product (1.0 means a 100% yield; for example, 0.34 means a 34% yield). (1) The reactants are [CH3:1][C:2]1[CH:11]=[C:10]2[C:5]([C:6]([N:19]3[CH2:24][CH2:23][NH:22][CH2:21][CH2:20]3)=[N:7][C:8]([C:12]3[CH:17]=[CH:16][CH:15]=[CH:14][C:13]=3[OH:18])=[N:9]2)=[CH:4][CH:3]=1.[OH:25][C@H:26]([CH2:30][C:31]([CH3:34])([CH3:33])[CH3:32])[C:27](O)=[O:28].C(N(CC)CC)C.CN(C(ON1N=NC2C=CC=NC1=2)=[N+](C)C)C.F[P-](F)(F)(F)(F)F. The catalyst is CN(C=O)C. The product is [OH:25][C@H:26]([CH2:30][C:31]([CH3:34])([CH3:33])[CH3:32])[C:27]([N:22]1[CH2:23][CH2:24][N:19]([C:6]2[C:5]3[C:10](=[CH:11][C:2]([CH3:1])=[CH:3][CH:4]=3)[N:9]=[C:8]([C:12]3[CH:17]=[CH:16][CH:15]=[CH:14][C:13]=3[OH:18])[N:7]=2)[CH2:20][CH2:21]1)=[O:28]. The yield is 0.760. (2) The reactants are [NH2:1][C:2]1[CH2:7][O:6][CH2:5][C@:4]2([C:20]3[CH:19]=[C:18]([OH:21])[N:17]=[CH:16][C:15]=3[O:14][C:13]3[C:8]2=[CH:9][C:10]([Br:22])=[CH:11][CH:12]=3)[N:3]=1.[F-].[Cs+].C(#N)C.[F:28][C:29]([F:41])(S(F)(=O)=O)C(O[Si](C)(C)C)=O. The catalyst is CCOC(C)=O. The product is [Br:22][C:10]1[CH:9]=[C:8]2[C@:4]3([N:3]=[C:2]([NH2:1])[CH2:7][O:6][CH2:5]3)[C:20]3[CH:19]=[C:18]([O:21][CH:29]([F:41])[F:28])[N:17]=[CH:16][C:15]=3[O:14][C:13]2=[CH:12][CH:11]=1. The yield is 0.197. (3) The reactants are [C:1]([O:5][C:6]([N:8]1[CH2:13][CH2:12][N:11]([C:14]2[C:19]([CH2:20][O:21][C:22]3[CH:27]=[CH:26][CH:25]=[CH:24][C:23]=3[C:28]([F:31])([F:30])[F:29])=[CH:18][C:17]([Br:32])=[CH:16][C:15]=2[N+:33]([O-])=O)[CH2:10][CH2:9]1)=[O:7])([CH3:4])([CH3:3])[CH3:2].[BH4-].[Na+]. The catalyst is C(Cl)Cl.CO. The product is [C:1]([O:5][C:6]([N:8]1[CH2:9][CH2:10][N:11]([C:14]2[C:19]([CH2:20][O:21][C:22]3[CH:27]=[CH:26][CH:25]=[CH:24][C:23]=3[C:28]([F:31])([F:29])[F:30])=[CH:18][C:17]([Br:32])=[CH:16][C:15]=2[NH2:33])[CH2:12][CH2:13]1)=[O:7])([CH3:4])([CH3:2])[CH3:3]. The yield is 0.860. (4) The reactants are Cl.[CH3:2][NH:3][CH2:4][C:5]1[CH:13]=[CH:12][CH:11]=[C:10]2[C:6]=1[CH2:7][N:8]([CH:15]1[CH2:20][CH2:19][C:18](=[O:21])[NH:17][C:16]1=[O:22])[C:9]2=[O:14].[Cl:23][C:24]1[CH:25]=[C:26]([N:30]=[C:31]=[O:32])[CH:27]=[CH:28][CH:29]=1.C(N(C(C)C)CC)(C)C. The catalyst is C(Cl)Cl. The product is [Cl:23][C:24]1[CH:25]=[C:26]([NH:30][C:31](=[O:32])[N:3]([CH2:4][C:5]2[CH:13]=[CH:12][CH:11]=[C:10]3[C:6]=2[CH2:7][N:8]([CH:15]2[CH2:20][CH2:19][C:18](=[O:21])[NH:17][C:16]2=[O:22])[C:9]3=[O:14])[CH3:2])[CH:27]=[CH:28][CH:29]=1. The yield is 0.820.